This data is from Full USPTO retrosynthesis dataset with 1.9M reactions from patents (1976-2016). The task is: Predict the reactants needed to synthesize the given product. Given the product [Cl:1][C:2]1[CH:3]=[C:4]([N:8]2[C:12]([C:13]3[CH:18]=[CH:17][N:16]=[C:15]([Cl:19])[CH:14]=3)=[CH:11][C:10]([C:20]([N:44]3[CH2:49][CH2:48][NH:47][C:46](=[O:50])[CH2:45]3)=[O:21])=[N:9]2)[CH:5]=[CH:6][CH:7]=1, predict the reactants needed to synthesize it. The reactants are: [Cl:1][C:2]1[CH:3]=[C:4]([N:8]2[C:12]([C:13]3[CH:18]=[CH:17][N:16]=[C:15]([Cl:19])[CH:14]=3)=[CH:11][C:10]([C:20](O)=[O:21])=[N:9]2)[CH:5]=[CH:6][CH:7]=1.ClC1C=C(C2N(C3C=NC=CC=3)N=C(C([N:44]3[CH2:49][CH2:48][NH:47][C:46](=[O:50])[CH2:45]3)=O)C=2)C=C(F)C=1.O=C1CNCCN1.